From a dataset of NCI-60 drug combinations with 297,098 pairs across 59 cell lines. Regression. Given two drug SMILES strings and cell line genomic features, predict the synergy score measuring deviation from expected non-interaction effect. (1) Drug 1: CC1=C(C=C(C=C1)NC2=NC=CC(=N2)N(C)C3=CC4=NN(C(=C4C=C3)C)C)S(=O)(=O)N.Cl. Drug 2: CCC(=C(C1=CC=CC=C1)C2=CC=C(C=C2)OCCN(C)C)C3=CC=CC=C3.C(C(=O)O)C(CC(=O)O)(C(=O)O)O. Cell line: IGROV1. Synergy scores: CSS=7.81, Synergy_ZIP=-1.40, Synergy_Bliss=4.40, Synergy_Loewe=4.59, Synergy_HSA=4.76. (2) Drug 1: C1=CC(=CC=C1CCCC(=O)O)N(CCCl)CCCl. Drug 2: CN(CCCl)CCCl.Cl. Cell line: UO-31. Synergy scores: CSS=12.4, Synergy_ZIP=-5.70, Synergy_Bliss=-2.67, Synergy_Loewe=-2.22, Synergy_HSA=-1.71. (3) Drug 1: CC1CCC2CC(C(=CC=CC=CC(CC(C(=O)C(C(C(=CC(C(=O)CC(OC(=O)C3CCCCN3C(=O)C(=O)C1(O2)O)C(C)CC4CCC(C(C4)OC)OCCO)C)C)O)OC)C)C)C)OC. Drug 2: CC12CCC3C(C1CCC2OP(=O)(O)O)CCC4=C3C=CC(=C4)OC(=O)N(CCCl)CCCl.[Na+]. Cell line: U251. Synergy scores: CSS=18.3, Synergy_ZIP=-0.538, Synergy_Bliss=2.32, Synergy_Loewe=0.416, Synergy_HSA=0.436. (4) Synergy scores: CSS=81.7, Synergy_ZIP=9.63, Synergy_Bliss=9.55, Synergy_Loewe=11.6, Synergy_HSA=14.5. Drug 2: CC1OCC2C(O1)C(C(C(O2)OC3C4COC(=O)C4C(C5=CC6=C(C=C35)OCO6)C7=CC(=C(C(=C7)OC)O)OC)O)O. Drug 1: C1=CC(=C2C(=C1NCCNCCO)C(=O)C3=C(C=CC(=C3C2=O)O)O)NCCNCCO. Cell line: ACHN.